Dataset: CYP1A2 inhibition data for predicting drug metabolism from PubChem BioAssay. Task: Regression/Classification. Given a drug SMILES string, predict its absorption, distribution, metabolism, or excretion properties. Task type varies by dataset: regression for continuous measurements (e.g., permeability, clearance, half-life) or binary classification for categorical outcomes (e.g., BBB penetration, CYP inhibition). Dataset: cyp1a2_veith. (1) The drug is CCOC(=O)CCN1C(=O)[C@H]2CC[C@H]3/C(=N\OCC(C)C)C[C@@H](O)[C@@H](O)[C@@H]3[C@@H]2C1=O. The result is 0 (non-inhibitor). (2) The compound is O=C1[C@H]2CC[C@@H]3/C(=N\OC[C@@H](O)COCc4ccco4)C[C@@H](O)[C@@H](O)[C@@H]3[C@@H]2C(=O)N1C[C@@H]1CCCO1. The result is 0 (non-inhibitor). (3) The molecule is CN1[C@H]2CC(OC(=O)[C@@H](CO)c3ccccc3)C[C@H]1[C@H]1O[C@@H]21. The result is 0 (non-inhibitor). (4) The compound is Cc1cnc(CNc2cc(-c3ccc4c(c3)OCO4)ncn2)cn1. The result is 1 (inhibitor). (5) The molecule is CC(C)C(=O)Nc1cc2c(cc1C(=O)c1ccccc1)OCCO2. The result is 1 (inhibitor).